Dataset: Reaction yield outcomes from USPTO patents with 853,638 reactions. Task: Predict the reaction yield, written as a fraction of the theoretical maximum amount of product (1.0 means a 100% yield; for example, 0.34 means a 34% yield). The reactants are [NH2:1][C:2]1[CH:3]=[C:4]([OH:8])[CH:5]=[CH:6][CH:7]=1.Br[CH2:10][CH2:11][CH2:12]Cl.[C:14]([O-])(O)=O.[Na+].[CH2:19](O)[CH3:20]. No catalyst specified. The product is [CH2:11]1[CH2:12][N:1]2[C:2]3[C:3]([CH2:14][CH2:19][CH2:20]2)=[C:4]([OH:8])[CH:5]=[CH:6][C:7]=3[CH2:10]1. The yield is 0.350.